From a dataset of Full USPTO retrosynthesis dataset with 1.9M reactions from patents (1976-2016). Predict the reactants needed to synthesize the given product. (1) The reactants are: Br[C:2]1[S:10][C:9]2[C:8](=[O:11])[N:7]([C:12]3[CH:17]=[CH:16][C:15]([O:18][CH2:19][CH2:20][N:21]4[CH2:25][CH2:24][CH2:23][CH2:22]4)=[C:14]([O:26][CH3:27])[CH:13]=3)[CH:6]=[N:5][C:4]=2[CH:3]=1.[C:28]1(B(O)O)[CH:33]=[CH:32][CH:31]=[CH:30][CH:29]=1. Given the product [CH3:27][O:26][C:14]1[CH:13]=[C:12]([N:7]2[C:8](=[O:11])[C:9]3[S:10][C:2]([C:28]4[CH:33]=[CH:32][CH:31]=[CH:30][CH:29]=4)=[CH:3][C:4]=3[N:5]=[CH:6]2)[CH:17]=[CH:16][C:15]=1[O:18][CH2:19][CH2:20][N:21]1[CH2:25][CH2:24][CH2:23][CH2:22]1, predict the reactants needed to synthesize it. (2) Given the product [C:9]([C:7]1[S:8][C:4]2[CH:3]=[C:2]([NH:1][C:13](=[O:19])[CH2:14][CH2:15][C:16]([OH:18])=[O:17])[CH:12]=[CH:11][C:5]=2[N:6]=1)#[N:10], predict the reactants needed to synthesize it. The reactants are: [NH2:1][C:2]1[CH:12]=[CH:11][C:5]2[N:6]=[C:7]([C:9]#[N:10])[S:8][C:4]=2[CH:3]=1.[C:13]1(=[O:19])[O:18][C:16](=[O:17])[CH2:15][CH2:14]1. (3) Given the product [ClH:21].[CH:16]([C:18]1[N:13]([CH3:14])[C:12]2[CH:11]=[CH:10][C:4]([C:5]([OH:7])=[O:6])=[CH:3][C:2]=2[N:1]=1)([CH3:17])[CH3:15], predict the reactants needed to synthesize it. The reactants are: [NH2:1][C:2]1[CH:3]=[C:4]([CH:10]=[CH:11][C:12]=1[NH:13][CH3:14])[C:5]([O:7]CC)=[O:6].[C:15](O)(=O)[CH:16]([CH3:18])[CH3:17].[ClH:21]. (4) Given the product [CH3:1][O:2][C:3](=[O:16])[CH2:4][C:5]1[CH:10]=[CH:9][C:8]([C:11]2[N:14]=[C:17]([CH3:18])[O:13][N:12]=2)=[CH:7][C:6]=1[CH3:15], predict the reactants needed to synthesize it. The reactants are: [CH3:1][O:2][C:3](=[O:16])[CH2:4][C:5]1[CH:10]=[CH:9][C:8]([C:11](=[NH:14])[NH:12][OH:13])=[CH:7][C:6]=1[CH3:15].[CH3:17][C:18](OC(C)=O)=O. (5) Given the product [CH:1]1([CH:7]([NH:32][CH:33]=[O:34])[CH:8]([C:25]2[CH:30]=[CH:29][CH:28]=[CH:27][C:26]=2[F:31])[CH2:9][CH2:10][N:11]2[CH2:12][CH2:13][N:14]([C:17]3[CH:22]=[CH:21][CH:20]=[C:19]4[C:18]=3[CH:43]=[CH:44][NH:45]4)[CH2:15][CH2:16]2)[CH2:2][CH2:3][CH2:4][CH2:5][CH2:6]1, predict the reactants needed to synthesize it. The reactants are: [CH:1]1([CH:7]([NH:32][CH:33]=[O:34])[CH:8]([C:25]2[CH:30]=[CH:29][CH:28]=[CH:27][C:26]=2[F:31])[CH2:9][CH2:10][N:11]2[CH2:16][CH2:15][N:14]([C:17]3[CH:22]=[CH:21][CH:20]=[CH:19][C:18]=3OC)[CH2:13][CH2:12]2)[CH2:6][CH2:5][CH2:4][CH2:3][CH2:2]1.C1(C(=O)C(C2C=CC=CC=2F)[CH2:43][CH2:44][N:45]2CCN(C3C=CC=C4C=3C=CN4)CC2)CCCCC1. (6) The reactants are: [C:1]([C:4]1[C:22](=[O:23])[C@@:8]2([CH3:24])[C:9]3[C:15]([OH:16])=[CH:14][C:13]([O:17][CH3:18])=[C:12]([C:19]([NH2:21])=[O:20])[C:10]=3[O:11][C:7]2=[CH:6][C:5]=1[OH:25])(=[O:3])[CH3:2].[CH2:26]([O:30][C:31]1[CH:38]=[C:37]([CH3:39])[C:34]([CH:35]=O)=[C:33]([CH3:40])[C:32]=1[CH3:41])[C:27]#[C:28][CH3:29].C([SiH](CC)CC)C.FC(F)(F)C(O)=O. Given the product [C:1]([C:4]1[C:22](=[O:23])[C@@:8]2([CH3:24])[C:9]3[C:15]([OH:16])=[CH:14][C:13]([O:17][CH3:18])=[C:12]([C:19]([NH:21][CH2:35][C:34]4[C:37]([CH3:39])=[CH:38][C:31]([O:30][CH2:26][C:27]#[C:28][CH3:29])=[C:32]([CH3:41])[C:33]=4[CH3:40])=[O:20])[C:10]=3[O:11][C:7]2=[CH:6][C:5]=1[OH:25])(=[O:3])[CH3:2], predict the reactants needed to synthesize it. (7) The reactants are: [Br:1][C:2]1[CH:7]=[CH:6][CH:5]=[CH:4][C:3]=1B(O)O.[NH2:11][C:12]1[CH:13]=[CH:14][C:15](Br)=[C:16]([CH:21]=1)[C:17]([O:19][CH3:20])=[O:18].C(=O)([O-])[O-].[K+].[K+].C1(C)C=CC=CC=1.C(O)C. Given the product [NH2:11][C:12]1[CH:21]=[C:16]([C:17]([O:19][CH3:20])=[O:18])[C:15]([C:3]2[CH:4]=[CH:5][CH:6]=[CH:7][C:2]=2[Br:1])=[CH:14][CH:13]=1, predict the reactants needed to synthesize it.